From a dataset of NCI-60 drug combinations with 297,098 pairs across 59 cell lines. Regression. Given two drug SMILES strings and cell line genomic features, predict the synergy score measuring deviation from expected non-interaction effect. (1) Drug 1: CNC(=O)C1=CC=CC=C1SC2=CC3=C(C=C2)C(=NN3)C=CC4=CC=CC=N4. Drug 2: CC1=C(C(=O)C2=C(C1=O)N3CC4C(C3(C2COC(=O)N)OC)N4)N. Cell line: NCI-H522. Synergy scores: CSS=33.9, Synergy_ZIP=-4.99, Synergy_Bliss=2.58, Synergy_Loewe=-5.91, Synergy_HSA=4.48. (2) Drug 1: C1C(C(OC1N2C=NC3=C(N=C(N=C32)Cl)N)CO)O. Drug 2: C1=NC2=C(N=C(N=C2N1C3C(C(C(O3)CO)O)F)Cl)N. Cell line: MALME-3M. Synergy scores: CSS=15.0, Synergy_ZIP=-2.05, Synergy_Bliss=-2.90, Synergy_Loewe=-6.57, Synergy_HSA=-3.33.